This data is from Reaction yield outcomes from USPTO patents with 853,638 reactions. The task is: Predict the reaction yield, written as a fraction of the theoretical maximum amount of product (1.0 means a 100% yield; for example, 0.34 means a 34% yield). The reactants are Br[CH2:2][CH:3]1[CH:5]([CH3:6])[O:4]1.[C:7]1([CH:13]([C:15]2[CH:20]=[CH:19][CH:18]=[CH:17][CH:16]=2)[NH2:14])[CH:12]=[CH:11][CH:10]=[CH:9][CH:8]=1. The yield is 0.350. The product is [CH:13]([N:14]1[CH2:2][CH:3]([OH:4])[CH:5]1[CH3:6])([C:15]1[CH:16]=[CH:17][CH:18]=[CH:19][CH:20]=1)[C:7]1[CH:12]=[CH:11][CH:10]=[CH:9][CH:8]=1. The catalyst is CO.